From a dataset of NCI-60 drug combinations with 297,098 pairs across 59 cell lines. Regression. Given two drug SMILES strings and cell line genomic features, predict the synergy score measuring deviation from expected non-interaction effect. Drug 1: CC1=C(C=C(C=C1)C(=O)NC2=CC(=CC(=C2)C(F)(F)F)N3C=C(N=C3)C)NC4=NC=CC(=N4)C5=CN=CC=C5. Drug 2: CC1=C(C(=O)C2=C(C1=O)N3CC4C(C3(C2COC(=O)N)OC)N4)N. Cell line: A498. Synergy scores: CSS=24.9, Synergy_ZIP=-3.98, Synergy_Bliss=-4.16, Synergy_Loewe=-23.7, Synergy_HSA=-4.92.